This data is from NCI-60 drug combinations with 297,098 pairs across 59 cell lines. The task is: Regression. Given two drug SMILES strings and cell line genomic features, predict the synergy score measuring deviation from expected non-interaction effect. Synergy scores: CSS=0.898, Synergy_ZIP=-0.781, Synergy_Bliss=0.320, Synergy_Loewe=-1.66, Synergy_HSA=-1.01. Cell line: OVCAR-4. Drug 1: C1=CN(C(=O)N=C1N)C2C(C(C(O2)CO)O)O.Cl. Drug 2: C1=NC2=C(N=C(N=C2N1C3C(C(C(O3)CO)O)O)F)N.